From a dataset of Catalyst prediction with 721,799 reactions and 888 catalyst types from USPTO. Predict which catalyst facilitates the given reaction. (1) Reactant: [N:1]1([C:7]2[CH:12]=[CH:11][C:10]([C:13](=[O:15])[CH3:14])=[CH:9][CH:8]=2)[CH2:6][CH2:5][NH:4][CH2:3][CH2:2]1.[CH2:16](Br)[CH2:17][CH3:18].C(N(CC)CC)C. Product: [CH2:16]([N:4]1[CH2:5][CH2:6][N:1]([C:7]2[CH:8]=[CH:9][C:10]([C:13](=[O:15])[CH3:14])=[CH:11][CH:12]=2)[CH2:2][CH2:3]1)[CH2:17][CH3:18]. The catalyst class is: 10. (2) Reactant: [K].[C:2]1(=[O:12])[NH:6][C:5](=[O:7])[C:4]2=[CH:8][CH:9]=[CH:10][CH:11]=[C:3]12.[CH3:13][O:14][C:15]1[CH:24]=[C:23]2[C:18]([CH2:19][CH2:20][C@@H:21](OS(C)(=O)=O)[CH2:22]2)=[CH:17][CH:16]=1.CN(C=O)C. Product: [CH3:13][O:14][C:15]1[CH:24]=[C:23]2[C:18]([CH2:19][CH2:20][C@H:21]([N:6]3[C:2](=[O:12])[C:3]4=[CH:11][CH:10]=[CH:9][CH:8]=[C:4]4[C:5]3=[O:7])[CH2:22]2)=[CH:17][CH:16]=1. The catalyst class is: 6.